Dataset: Peptide-MHC class I binding affinity with 185,985 pairs from IEDB/IMGT. Task: Regression. Given a peptide amino acid sequence and an MHC pseudo amino acid sequence, predict their binding affinity value. This is MHC class I binding data. (1) The peptide sequence is RAVKLYRKL. The MHC is HLA-A02:06 with pseudo-sequence HLA-A02:06. The binding affinity (normalized) is 0. (2) The peptide sequence is IRTDSGNIL. The MHC is HLA-A11:01 with pseudo-sequence HLA-A11:01. The binding affinity (normalized) is 0.0847. (3) The peptide sequence is VSYEVFDDY. The MHC is HLA-A03:01 with pseudo-sequence HLA-A03:01. The binding affinity (normalized) is 0.0275.